Dataset: Reaction yield outcomes from USPTO patents with 853,638 reactions. Task: Predict the reaction yield, written as a fraction of the theoretical maximum amount of product (1.0 means a 100% yield; for example, 0.34 means a 34% yield). (1) The reactants are Cl.[N:2]1[C:7]2[CH:8]=[CH:9][S:10][C:6]=2[C:5]([N:11]2[CH2:15][CH2:14][CH:13]([NH2:16])[CH2:12]2)=[N:4][CH:3]=1.Cl.[N+](C1C=CC([O:27][C:28](=O)[NH:29][C:30]2[CH:35]=[CH:34][C:33]([N:36]([CH2:39][CH3:40])[CH2:37][CH3:38])=[CH:32][CH:31]=2)=CC=1)([O-])=O. The catalyst is C(Cl)(Cl)Cl. The product is [CH2:39]([N:36]([CH2:37][CH3:38])[C:33]1[CH:34]=[CH:35][C:30]([NH:29][C:28]([NH:16][CH:13]2[CH2:14][CH2:15][N:11]([C:5]3[C:6]4[S:10][CH:9]=[CH:8][C:7]=4[N:2]=[CH:3][N:4]=3)[CH2:12]2)=[O:27])=[CH:31][CH:32]=1)[CH3:40]. The yield is 0.190. (2) The reactants are [F:1][CH2:2][CH2:3][N:4]1[CH2:7][CH:6]([NH:8][C:9]2[CH:14]=[CH:13][C:12]([NH2:15])=[C:11]([O:16][CH3:17])[CH:10]=2)[CH2:5]1.[C:18]([O:24][CH2:25][N:26]1[C:30]2[N:31]=[C:32](Cl)[N:33]=[C:34]([O:35][C:36]3[CH:41]=[CH:40][CH:39]=[C:38]([N+:42]([O-:44])=[O:43])[CH:37]=3)[C:29]=2[CH:28]=[CH:27]1)(=[O:23])[C:19]([CH3:22])([CH3:21])[CH3:20].C(=O)([O-])[O-].[K+].[K+].C1(P(C2CCCCC2)C2C=CC=CC=2C2C(C(C)C)=CC(C(C)C)=CC=2C(C)C)CCCCC1. The catalyst is C1C=CC(/C=C/C(/C=C/C2C=CC=CC=2)=O)=CC=1.C1C=CC(/C=C/C(/C=C/C2C=CC=CC=2)=O)=CC=1.C1C=CC(/C=C/C(/C=C/C2C=CC=CC=2)=O)=CC=1.[Pd].[Pd].CC(O)(C)C. The product is [C:18]([O:24][CH2:25][N:26]1[C:30]2[N:31]=[C:32]([NH:15][C:12]3[CH:13]=[CH:14][C:9]([NH:8][CH:6]4[CH2:7][N:4]([CH2:3][CH2:2][F:1])[CH2:5]4)=[CH:10][C:11]=3[O:16][CH3:17])[N:33]=[C:34]([O:35][C:36]3[CH:41]=[CH:40][CH:39]=[C:38]([N+:42]([O-:44])=[O:43])[CH:37]=3)[C:29]=2[CH:28]=[CH:27]1)(=[O:23])[C:19]([CH3:22])([CH3:21])[CH3:20]. The yield is 0.740. (3) The reactants are C([O:5][C:6]([NH:8][CH2:9][C:10]1[O:14][N:13]=[C:12]([C@@H:15]2[CH2:19][C:18](=[N:20][O:21][CH3:22])[CH2:17][N:16]2[C:23]([C:25]2[CH:30]=[CH:29][C:28]([C:31]3[CH:36]=[CH:35][CH:34]=[CH:33][CH:32]=3)=[CH:27][CH:26]=2)=[O:24])[N:11]=1)=O)(C)(C)C.C(O)(C(F)(F)F)=O.C(Cl)Cl.C(=O)([O-])[O-].[Na+].[Na+].[CH3:53][N:54]([CH3:60])[CH2:55][CH2:56]C(O)=O.C(Cl)CCl. The catalyst is CN(C1C=CN=CC=1)C. The product is [C:28]1([C:31]2[CH:36]=[CH:35][CH:34]=[CH:33][CH:32]=2)[CH:29]=[CH:30][C:25]([C:23]([N:16]2[CH2:17][C:18](=[N:20][O:21][CH3:22])[CH2:19][C@H:15]2[C:12]2[N:11]=[C:10]([CH2:9][NH:8][C:6](=[O:5])[CH2:56][CH2:55][N:54]([CH3:60])[CH3:53])[O:14][N:13]=2)=[O:24])=[CH:26][CH:27]=1. The yield is 0.520. (4) The product is [N:13]1([C:2]2[C:3]3[C:10]([C:11]#[N:12])=[CH:9][NH:8][C:4]=3[N:5]=[CH:6][N:7]=2)[CH2:18][CH2:17][CH2:16][CH2:15][CH2:14]1. The reactants are Cl[C:2]1[C:3]2[C:10]([C:11]#[N:12])=[CH:9][NH:8][C:4]=2[N:5]=[CH:6][N:7]=1.[NH:13]1[CH2:18][CH2:17][CH2:16][CH2:15][CH2:14]1. The yield is 0.420. The catalyst is C(O)(C)(C)C.CCOCC. (5) The reactants are [NH:1]1[CH:13]2[CH:4]([CH2:5][CH2:6][C:7]3[CH:8]=[CH:9][CH:10]=[N:11][C:12]=32)[CH2:3][CH2:2]1.Cl[CH2:15][C:16]1[N:20]([C:21]([O:23][C:24]([CH3:27])([CH3:26])[CH3:25])=[O:22])[C:19]2[CH:28]=[CH:29][CH:30]=[CH:31][C:18]=2[N:17]=1.C(=O)([O-])[O-].[K+].[K+].[I-].[K+]. The catalyst is C(#N)C. The product is [N:1]1([CH2:15][C:16]2[N:20]([C:21]([O:23][C:24]([CH3:27])([CH3:25])[CH3:26])=[O:22])[C:19]3[CH:28]=[CH:29][CH:30]=[CH:31][C:18]=3[N:17]=2)[C@@H:13]2[C@H:4]([CH2:5][CH2:6][C:7]3[CH:8]=[CH:9][CH:10]=[N:11][C:12]=32)[CH2:3][CH2:2]1.[N:1]1([CH2:15][C:16]2[N:20]([CH2:15][C:16]3[N:20]([C:21]([O:23][C:24]([CH3:27])([CH3:26])[CH3:25])=[O:22])[C:19]4[CH:28]=[CH:29][CH:30]=[CH:31][C:18]=4[N:17]=3)[C:19]3[CH:28]=[CH:29][CH:30]=[CH:31][C:18]=3[N:17]=2)[C@@H:13]2[C@H:4]([CH2:5][CH2:6][C:7]3[CH:8]=[CH:9][CH:10]=[N:11][C:12]=32)[CH2:3][CH2:2]1. The yield is 0.460. (6) The reactants are [CH3:1][O:2][C:3]1[CH:4]=[C:5]2[C:10](=[CH:11][C:12]=1[O:13][CH3:14])[N:9]=[CH:8][CH:7]=[C:6]2[O:15][C:16]1[CH:22]=[CH:21][C:19]([NH2:20])=[C:18]([CH3:23])[C:17]=1[CH3:24].Cl[C:26](Cl)([O:28]C(=O)OC(Cl)(Cl)Cl)Cl.[O:37]1[CH2:42][CH2:41][N:40]([CH2:43][CH2:44][CH:45]([OH:49])[CH2:46][CH2:47][CH3:48])[CH2:39][CH2:38]1.C(=O)(O)[O-].[Na+]. The catalyst is C(Cl)Cl.C(N(CC)CC)C.C1(C)C=CC=CC=1. The yield is 0.900. The product is [CH3:1][O:2][C:3]1[CH:4]=[C:5]2[C:10](=[CH:11][C:12]=1[O:13][CH3:14])[N:9]=[CH:8][CH:7]=[C:6]2[O:15][C:16]1[CH:22]=[CH:21][C:19]([NH:20][C:26](=[O:28])[O:49][CH:45]([CH2:44][CH2:43][N:40]2[CH2:41][CH2:42][O:37][CH2:38][CH2:39]2)[CH2:46][CH2:47][CH3:48])=[C:18]([CH3:23])[C:17]=1[CH3:24]. (7) The reactants are [CH2:1]([O:8][C:9]([NH:11][CH2:12][C@H:13]1[CH2:18][CH2:17][C@H:16]([C:19]([OH:21])=O)[CH2:15][CH2:14]1)=[O:10])[C:2]1[CH:7]=[CH:6][CH:5]=[CH:4][CH:3]=1.[CH:22]1[CH:23]=[CH:24][C:25]2N(O)N=[N:28][C:26]=2[CH:27]=1.CCN=C=NCCCN(C)C.Cl.CN1CCOCC1.NC1C=CC=CC=1. The catalyst is CN(C=O)C. The product is [CH2:1]([O:8][C:9](=[O:10])[NH:11][CH2:12][C@H:13]1[CH2:14][CH2:15][C@H:16]([C:19](=[O:21])[NH:28][C:26]2[CH:27]=[CH:22][CH:23]=[CH:24][CH:25]=2)[CH2:17][CH2:18]1)[C:2]1[CH:3]=[CH:4][CH:5]=[CH:6][CH:7]=1. The yield is 0.630.